Dataset: Reaction yield outcomes from USPTO patents with 853,638 reactions. Task: Predict the reaction yield, written as a fraction of the theoretical maximum amount of product (1.0 means a 100% yield; for example, 0.34 means a 34% yield). (1) The reactants are [CH2:1]([C@@H:4]1[C@@H:8](/[CH:9]=[CH:10]/[C@@H:11]([O:24][Si:25]([CH2:30][CH3:31])([CH2:28][CH3:29])[CH2:26][CH3:27])[CH2:12][O:13][C:14]2[CH:19]=[CH:18][CH:17]=[C:16]([C:20]([F:23])([F:22])[F:21])[CH:15]=2)[C@H:7]([O:32][Si:33]([C:36]([CH3:39])([CH3:38])[CH3:37])([CH3:35])[CH3:34])[CH2:6][C@@H:5]1[OH:40])[CH:2]=[CH2:3].[C:41](O)(=[O:47])[CH2:42][CH2:43][CH2:44][CH:45]=[CH2:46].C1(N=C=NC2CCCCC2)CCCCC1. The catalyst is CN(C=O)C.CN(C1C=CN=CC=1)C. The product is [C:41]([O:40][C@H:5]1[CH2:6][C@@H:7]([O:32][Si:33]([C:36]([CH3:37])([CH3:39])[CH3:38])([CH3:35])[CH3:34])[C@H:8](/[CH:9]=[CH:10]/[C@@H:11]([O:24][Si:25]([CH2:28][CH3:29])([CH2:26][CH3:27])[CH2:30][CH3:31])[CH2:12][O:13][C:14]2[CH:19]=[CH:18][CH:17]=[C:16]([C:20]([F:23])([F:22])[F:21])[CH:15]=2)[C@H:4]1[CH2:1][CH:2]=[CH2:3])(=[O:47])[CH2:42][CH2:43][CH2:44][CH:45]=[CH2:46]. The yield is 0.905. (2) The reactants are [CH2:1]([O:8][C:9](=[O:21])[C:10]([OH:20])([CH2:15][CH:16]=[C:17]([CH3:19])[CH3:18])[CH2:11][C:12]([OH:14])=[O:13])[C:2]1[CH:7]=[CH:6][CH:5]=[CH:4][CH:3]=1.[CH:22]1C=CC=CC=1.[Si](C=[N+]=[N-])(C)(C)C. The catalyst is CO. The product is [OH:20][C@:10]([CH2:15][CH:16]=[C:17]([CH3:18])[CH3:19])([CH2:11][C:12]([O:14][CH3:22])=[O:13])[C:9]([O:8][CH2:1][C:2]1[CH:3]=[CH:4][CH:5]=[CH:6][CH:7]=1)=[O:21]. The yield is 1.00. (3) The reactants are Br[C:2]1[CH:3]=[N:4][CH:5]=[C:6]([CH3:8])[CH:7]=1.[C:9]([Si:11]([CH3:14])([CH3:13])[CH3:12])#[CH:10].CCN(CC)CC. The catalyst is CN(C=O)C.C1C=CC([P]([Pd]([P](C2C=CC=CC=2)(C2C=CC=CC=2)C2C=CC=CC=2)([P](C2C=CC=CC=2)(C2C=CC=CC=2)C2C=CC=CC=2)[P](C2C=CC=CC=2)(C2C=CC=CC=2)C2C=CC=CC=2)(C2C=CC=CC=2)C2C=CC=CC=2)=CC=1.[Cu]I. The product is [CH3:8][C:6]1[CH:5]=[N:4][CH:3]=[C:2]([C:10]#[C:9][Si:11]([CH3:14])([CH3:13])[CH3:12])[CH:7]=1. The yield is 0.600. (4) The reactants are F[C:2]1[N:7]=[CH:6][C:5]([CH:8]([N:10]2[CH2:15][CH2:14][O:13][CH2:12][CH2:11]2)[CH3:9])=[CH:4][C:3]=1[C:16]1[N:24]=[C:23]([CH3:25])[N:22]=[C:21]2[C:17]=1[N:18]=[CH:19][N:20]2[CH:26]1[CH2:31][CH2:30][CH2:29][CH2:28][O:27]1.[NH2:32][C:33]1[CH:34]=[C:35]([NH:40][S:41]([CH3:44])(=[O:43])=[O:42])[C:36]([Cl:39])=[N:37][CH:38]=1.C[Si]([N-][Si](C)(C)C)(C)C.[Na+]. The catalyst is C1COCC1. The product is [Cl:39][C:36]1[C:35]([NH:40][S:41]([CH3:44])(=[O:43])=[O:42])=[CH:34][C:33]([NH:32][C:2]2[C:3]([C:16]3[N:24]=[C:23]([CH3:25])[N:22]=[C:21]4[C:17]=3[N:18]=[CH:19][N:20]4[CH:26]3[CH2:31][CH2:30][CH2:29][CH2:28][O:27]3)=[CH:4][C:5]([CH:8]([N:10]3[CH2:15][CH2:14][O:13][CH2:12][CH2:11]3)[CH3:9])=[CH:6][N:7]=2)=[CH:38][N:37]=1. The yield is 0.730. (5) The reactants are [CH2:1](Br)[CH:2]=[CH2:3].[Cl:5][C:6]1[CH:7]=[C:8]([CH2:13][C:14]([N:16]2[CH2:21][CH2:20][NH:19][CH2:18][C@@H:17]2[CH2:22][N:23]2[CH2:27][CH2:26][CH2:25][CH2:24]2)=[O:15])[CH:9]=[CH:10][C:11]=1[Cl:12].Cl. No catalyst specified. The product is [ClH:5].[CH2:1]([N:19]1[CH2:20][CH2:21][N:16]([C:14](=[O:15])[CH2:13][C:8]2[CH:9]=[CH:10][C:11]([Cl:12])=[C:6]([Cl:5])[CH:7]=2)[C@H:17]([CH2:22][N:23]2[CH2:27][CH2:26][CH2:25][CH2:24]2)[CH2:18]1)[CH:2]=[CH2:3]. The yield is 0.810. (6) The catalyst is C1COCC1.O. The yield is 0.510. The reactants are C([O-])([O-])=O.[K+].[K+].[C:18]([O:17][C:15](O[C:15]([O:17][C:18]([CH3:21])([CH3:20])[CH3:19])=[O:16])=[O:16])([CH3:21])([CH3:20])[CH3:19].C(O)(=O)C.[CH2:26]([O:28][C:29]([CH:31]1[CH2:36][CH:35]([C:37]([O:39][CH2:40][CH3:41])=[O:38])[CH2:34][NH:33][CH2:32]1)=[O:30])[CH3:27]. The product is [CH2:40]([O:39][C:37]([CH:35]1[CH2:36][CH:31]([C:29]([O:28][CH2:26][CH3:27])=[O:30])[CH2:32][N:33]([C:15]([O:17][C:18]([CH3:19])([CH3:20])[CH3:21])=[O:16])[CH2:34]1)=[O:38])[CH3:41]. (7) The reactants are [Br:1][C:2]1[CH:10]=[C:9]([CH:11]([O:13][CH2:14][C:15]2([C:28]3[CH:33]=[CH:32][C:31]([F:34])=[CH:30][CH:29]=3)[CH2:20][CH2:19][N:18](C(OC(C)(C)C)=O)[CH2:17][CH2:16]2)[CH3:12])[C:8]2[C:4](=[CH:5][N:6](COCC[Si](C)(C)C)[N:7]=2)[CH:3]=1. The catalyst is FC(F)(F)C(O)=O. The product is [Br:1][C:2]1[CH:10]=[C:9]([CH:11]([O:13][CH2:14][C:15]2([C:28]3[CH:33]=[CH:32][C:31]([F:34])=[CH:30][CH:29]=3)[CH2:20][CH2:19][NH:18][CH2:17][CH2:16]2)[CH3:12])[C:8]2[C:4](=[CH:5][NH:6][N:7]=2)[CH:3]=1. The yield is 0.810.